This data is from Full USPTO retrosynthesis dataset with 1.9M reactions from patents (1976-2016). The task is: Predict the reactants needed to synthesize the given product. (1) Given the product [OH:8][C:9]1[CH:14]=[CH:13][N:12]([CH2:15][CH2:16][C:17]2[CH:33]=[CH:32][C:20]3[CH2:21][CH2:22][N:23]([C:26](=[O:31])[C:27]([F:28])([F:29])[F:30])[CH2:24][CH2:25][C:19]=3[CH:18]=2)[C:11](=[O:35])[CH:10]=1, predict the reactants needed to synthesize it. The reactants are: C([O:8][C:9]1[CH:14]=[CH:13][N:12]([CH2:15][C:16](=O)[C:17]2[CH:33]=[CH:32][C:20]3[CH2:21][CH2:22][N:23]([C:26](=[O:31])[C:27]([F:30])([F:29])[F:28])[CH2:24][CH2:25][C:19]=3[CH:18]=2)[C:11](=[O:35])[CH:10]=1)C1C=CC=CC=1. (2) Given the product [CH:1]1([CH2:4][C:5]2([C:17]([N:19]3[CH2:28][CH2:27][C:26]4[N:25]=[CH:24][C:23]([C:29]([F:30])([F:31])[F:32])=[CH:22][C:21]=4[CH2:20]3)=[O:18])[CH2:9][CH2:8][NH:7][CH2:6]2)[CH2:3][CH2:2]1.[C:33]([OH:39])([C:35]([F:38])([F:37])[F:36])=[O:34], predict the reactants needed to synthesize it. The reactants are: [CH:1]1([CH2:4][C:5]2([C:17]([N:19]3[CH2:28][CH2:27][C:26]4[N:25]=[CH:24][C:23]([C:29]([F:32])([F:31])[F:30])=[CH:22][C:21]=4[CH2:20]3)=[O:18])[CH2:9][CH2:8][N:7](C(OC(C)(C)C)=O)[CH2:6]2)[CH2:3][CH2:2]1.[C:33]([OH:39])([C:35]([F:38])([F:37])[F:36])=[O:34]. (3) Given the product [Cl:18][C:15]1[N:14]=[CH:13][C:12]([C:11]([N:1]2[CH2:7][CH2:6][CH2:5][NH:4][CH2:3][CH2:2]2)=[O:10])=[CH:17][CH:16]=1, predict the reactants needed to synthesize it. The reactants are: [NH:1]1[CH2:7][CH2:6][CH2:5][NH:4][CH2:3][CH2:2]1.C([O:10][C:11](=O)[C:12]1[CH:17]=[CH:16][C:15]([Cl:18])=[N:14][CH:13]=1)C.O(CC)[Li].CC([O-])=O.[Na+].